This data is from TCR-epitope binding with 47,182 pairs between 192 epitopes and 23,139 TCRs. The task is: Binary Classification. Given a T-cell receptor sequence (or CDR3 region) and an epitope sequence, predict whether binding occurs between them. (1) The epitope is FLKEKGGL. The TCR CDR3 sequence is CASSLYGIEQYF. Result: 0 (the TCR does not bind to the epitope). (2) The epitope is YLNTLTLAV. Result: 1 (the TCR binds to the epitope). The TCR CDR3 sequence is CASSQGQGHTEAFF. (3) The epitope is LPPAYTNSF. The TCR CDR3 sequence is CASRRADTQYF. Result: 1 (the TCR binds to the epitope). (4) The epitope is LLLGIGILV. The TCR CDR3 sequence is CASSQDLTGGNEQYF. Result: 0 (the TCR does not bind to the epitope). (5) The epitope is NLVPMVATV. The TCR CDR3 sequence is CASSYGPEAHNEQFF. Result: 1 (the TCR binds to the epitope). (6) The epitope is LLWNGPMAV. The TCR CDR3 sequence is CASSAAPAYEQYF. Result: 1 (the TCR binds to the epitope).